Dataset: Forward reaction prediction with 1.9M reactions from USPTO patents (1976-2016). Task: Predict the product of the given reaction. (1) Given the reactants [O:1]1[CH2:5][CH2:4][O:3][CH:2]1[C:6]1[CH:7]=[C:8]2[C:12](=[CH:13][CH:14]=1)[N:11]([CH2:15][O:16][CH2:17][CH2:18][Si:19]([CH3:22])([CH3:21])[CH3:20])[N:10]=[C:9]2I.[N:24]1([CH2:30][CH2:31][OH:32])[CH2:29][CH2:28][O:27][CH2:26][CH2:25]1, predict the reaction product. The product is: [O:1]1[CH2:5][CH2:4][O:3][CH:2]1[C:6]1[CH:7]=[C:8]2[C:12](=[CH:13][CH:14]=1)[N:11]([CH2:15][O:16][CH2:17][CH2:18][Si:19]([CH3:22])([CH3:21])[CH3:20])[N:10]=[C:9]2[O:32][CH2:31][CH2:30][N:24]1[CH2:29][CH2:28][O:27][CH2:26][CH2:25]1. (2) Given the reactants [N:1]1([CH2:6][CH2:7][CH2:8][CH2:9][C:10]2[CH:25]=[CH:24][C:13]([O:14][CH2:15][C:16]3[O:17][CH:18]=[C:19]([C:21]([OH:23])=O)[N:20]=3)=[CH:12][CH:11]=2)[CH:5]=[CH:4][N:3]=[N:2]1.[CH3:26][C:27]1[CH:28]=[CH:29][C:30]([NH2:33])=[CH:31][CH:32]=1, predict the reaction product. The product is: [C:27]1([CH3:26])[CH:32]=[CH:31][C:30]([NH:33][C:21]([C:19]2[N:20]=[C:16]([CH2:15][O:14][C:13]3[CH:12]=[CH:11][C:10]([CH2:9][CH2:8][CH2:7][CH2:6][N:1]4[CH:5]=[CH:4][N:3]=[N:2]4)=[CH:25][CH:24]=3)[O:17][CH:18]=2)=[O:23])=[CH:29][CH:28]=1. (3) Given the reactants [CH:1]1([C:6]2C=N[N:9]3[CH2:14][CH2:13][NH:12][CH2:11][C:10]=23)[CH2:5][CH2:4][CH2:3][CH2:2]1.I[C:16]1[N:17]=CN2CCN(C(OC(C)(C)C)=O)CC=12.IC1C=NN2CCN(C(OC(C)(C)C)=O)CC=12, predict the reaction product. The product is: [CH:1]1([C:6]2[N:17]=[CH:16][N:9]3[CH2:14][CH2:13][NH:12][CH2:11][C:10]=23)[CH2:2][CH2:3][CH2:4][CH2:5]1. (4) The product is: [Br:11][C:7]1[CH:6]=[C:5]2[C:4](=[C:9]([Cl:10])[CH:8]=1)[C:3](=[O:14])[N:18]([CH:15]1[CH2:17][CH2:16]1)[CH:12]2[CH3:20]. Given the reactants CO[C:3](=[O:14])[C:4]1[C:9]([Cl:10])=[CH:8][C:7]([Br:11])=[CH:6][C:5]=1[CH2:12]Br.[CH:15]1([NH:18]C)[CH2:17][CH2:16]1.[C:20]([O-])([O-])=O.[K+].[K+].C(OCC)(=O)C, predict the reaction product. (5) Given the reactants [CH3:1][O:2][C:3]1[CH:4]=[C:5]2[C:10](=[CH:11][C:12]=1[O:13][CH3:14])[N:9]=[C:8]([C:15]1[CH:20]=[C:19]([O:21][CH3:22])[C:18]([O:23][CH3:24])=[C:17]([O:25][CH3:26])[CH:16]=1)[N:7]=[C:6]2[C:27]([OH:29])=O.Cl.[CH3:31][O:32][C:33]1[CH:42]=[C:41]([O:43][CH3:44])[CH:40]=[C:39]2[C:34]=1[CH2:35][CH2:36][NH:37][CH2:38]2, predict the reaction product. The product is: [CH3:1][O:2][C:3]1[CH:4]=[C:5]2[C:10](=[CH:11][C:12]=1[O:13][CH3:14])[N:9]=[C:8]([C:15]1[CH:16]=[C:17]([O:25][CH3:26])[C:18]([O:23][CH3:24])=[C:19]([O:21][CH3:22])[CH:20]=1)[N:7]=[C:6]2[C:27]([N:37]1[CH2:36][CH2:35][C:34]2[C:39](=[CH:40][C:41]([O:43][CH3:44])=[CH:42][C:33]=2[O:32][CH3:31])[CH2:38]1)=[O:29]. (6) Given the reactants C([Si](C(C)C)(C(C)C)[S:5][C:6]1[CH:11]=[C:10]([O:12][CH3:13])[C:9]([O:14][CH3:15])=[C:8]([O:16][CH3:17])[CH:7]=1)(C)C.[F-].[Cs+].Br[CH2:27][CH2:28][CH2:29][C:30]([O:32][CH2:33][CH3:34])=[O:31], predict the reaction product. The product is: [CH3:13][O:12][C:10]1[CH:11]=[C:6]([S:5][CH2:27][CH2:28][CH2:29][C:30]([O:32][CH2:33][CH3:34])=[O:31])[CH:7]=[C:8]([O:16][CH3:17])[C:9]=1[O:14][CH3:15]. (7) Given the reactants [Cl:1][C:2]([Cl:15])([CH3:14])[C:3]([N:5]1[C:9]2[CH:10]=[CH:11][CH:12]=[CH:13][C:8]=2[N:7]=[N:6]1)=O.[CH3:16][O:17][C:18]1[CH:19]=[C:20]([CH2:26][C:27]([NH2:29])=[O:28])[CH:21]=[CH:22][C:23]=1[O:24][CH3:25], predict the reaction product. The product is: [N:5]1([CH:3]([NH:29][C:27](=[O:28])[CH2:26][C:20]2[CH:21]=[CH:22][C:23]([O:24][CH3:25])=[C:18]([O:17][CH3:16])[CH:19]=2)[C:2]([Cl:15])([Cl:1])[CH3:14])[C:9]2[CH:10]=[CH:11][CH:12]=[CH:13][C:8]=2[N:7]=[N:6]1. (8) Given the reactants [F:1][C:2]([F:7])([F:6])[C:3]([OH:5])=[O:4].ClC1C=CC(NC(=O)C2C=C(F)C=CC=2)=NC=1.C(O[CH:30]([N:65]=C=O)[CH2:31][O:32][C:33]1[CH:58]=[C:57]([N:59]2[CH2:64][CH2:63][O:62][CH2:61][CH2:60]2)[CH:56]=[CH:55][C:34]=1[C:35]([NH:37][C:38]1[CH:53]=[CH:52][C:51]([F:54])=[CH:50][C:39]=1[C:40]([NH:42][C:43]1[CH:48]=[CH:47][C:46]([Cl:49])=[CH:45][N:44]=1)=[O:41])=[O:36])(C)(C)C, predict the reaction product. The product is: [F:1][C:2]([F:7])([F:6])[C:3]([OH:5])=[O:4].[NH2:65][CH2:30][CH2:31][O:32][C:33]1[CH:58]=[C:57]([N:59]2[CH2:64][CH2:63][O:62][CH2:61][CH2:60]2)[CH:56]=[CH:55][C:34]=1[C:35]([NH:37][C:38]1[CH:53]=[CH:52][C:51]([F:54])=[CH:50][C:39]=1[C:40]([NH:42][C:43]1[CH:48]=[CH:47][C:46]([Cl:49])=[CH:45][N:44]=1)=[O:41])=[O:36]. (9) Given the reactants [F:1][C:2]([F:18])([F:17])[C:3]1[CH:8]=[CH:7][C:6]([C:9]2[N:14]=[CH:13][C:12]([CH2:15][OH:16])=[CH:11][CH:10]=2)=[CH:5][CH:4]=1.N(C(N1CCCCC1)=O)=NC(N1CCCCC1)=O.C(P(CCCC)CCCC)CCC.[CH3:50][O:51][C:52](=[O:65])[CH2:53][CH2:54][NH:55][C:56](=[O:64])[C:57]1[CH:62]=[CH:61][C:60](O)=[CH:59][CH:58]=1, predict the reaction product. The product is: [CH3:50][O:51][C:52](=[O:65])[CH2:53][CH2:54][NH:55][C:56](=[O:64])[C:57]1[CH:62]=[CH:61][C:60]([O:16][CH2:15][C:12]2[CH:13]=[N:14][C:9]([C:6]3[CH:5]=[CH:4][C:3]([C:2]([F:17])([F:1])[F:18])=[CH:8][CH:7]=3)=[CH:10][CH:11]=2)=[CH:59][CH:58]=1.